Predict the reactants needed to synthesize the given product. From a dataset of Full USPTO retrosynthesis dataset with 1.9M reactions from patents (1976-2016). (1) Given the product [CH3:16][S:17]([N:9]1[CH2:14][CH2:13][C:12](=[O:15])[CH2:11][CH2:10]1)(=[O:19])=[O:18], predict the reactants needed to synthesize it. The reactants are: C(=O)([O-])[O-].[K+].[K+].Cl.O.[NH:9]1[CH2:14][CH2:13][C:12](=[O:15])[CH2:11][CH2:10]1.[CH3:16][S:17](Cl)(=[O:19])=[O:18]. (2) Given the product [BrH:9].[CH3:7][C:5]1[N:6]([CH2:10][CH:11]2[CH2:15][CH2:14][CH2:13][O:12]2)[C:2](=[NH:1])[S:3][C:4]=1[CH3:8], predict the reactants needed to synthesize it. The reactants are: [NH2:1][C:2]1[S:3][C:4]([CH3:8])=[C:5]([CH3:7])[N:6]=1.[Br:9][CH2:10][CH:11]1[CH2:15][CH2:14][CH2:13][O:12]1. (3) The reactants are: [N:1]1[CH:6]=[CH:5][CH:4]=[C:3]([OH:7])[C:2]=1[OH:8].[OH-].[K+].[CH2:11](Br)[C:12]1[CH:17]=[CH:16][CH:15]=[CH:14][CH:13]=1. Given the product [CH2:11]([O:7][C:3]1[C:2]([OH:8])=[N:1][CH:6]=[CH:5][CH:4]=1)[C:12]1[CH:17]=[CH:16][CH:15]=[CH:14][CH:13]=1, predict the reactants needed to synthesize it. (4) Given the product [N:13]1([C:11]2[S:12][C:8]([C:6]3[CH:5]=[CH:4][N:3]=[C:2]([Cl:1])[N:7]=3)=[C:9]([C:20]3[CH:21]=[C:22]([NH:26][C:27](=[O:36])[C:28]4[C:29]([F:35])=[CH:30][CH:31]=[CH:32][C:33]=4[F:34])[CH:23]=[CH:24][CH:25]=3)[N:10]=2)[CH2:18][CH2:17][CH2:14]1, predict the reactants needed to synthesize it. The reactants are: [Cl:1][C:2]1[N:7]=[C:6]([C:8]2[S:12][C:11]([N:13]3[CH2:18][CH2:17]N(C)C[CH2:14]3)=[N:10][C:9]=2[C:20]2[CH:21]=[C:22]([NH:26][C:27](=[O:36])[C:28]3[C:33]([F:34])=[CH:32][CH:31]=[CH:30][C:29]=3[F:35])[CH:23]=[CH:24][CH:25]=2)[CH:5]=[CH:4][N:3]=1.C1C(=O)N(Br)C(=O)C1.N1(C(=S)N)CCC1. (5) Given the product [Cl:1][C:2]1[CH:3]=[C:4]([C@@H:12]([CH2:22][C@H:23]2[CH2:27][CH2:26][C:25](=[O:28])[CH2:24]2)[C:13]([NH:15][C:16]2[CH:21]=[N:20][CH:19]=[CH:18][N:17]=2)=[O:14])[CH:5]=[CH:6][C:7]=1[S:8]([CH3:11])(=[O:9])=[O:10], predict the reactants needed to synthesize it. The reactants are: [Cl:1][C:2]1[CH:3]=[C:4]([C@@H:12]([CH2:22][C@@H:23]2[CH2:27][CH2:26][C:25](=[O:28])[CH2:24]2)[C:13]([NH:15][C:16]2[CH:21]=[N:20][CH:19]=[CH:18][N:17]=2)=[O:14])[CH:5]=[CH:6][C:7]=1[S:8]([CH3:11])(=[O:10])=[O:9].C1([C@H]([C@@H](C2C=CC=CC=2)O)O)C=CC=CC=1. (6) Given the product [F:18][C:15]1[CH:14]=[CH:13][C:12]2[NH:11][C:10]3[CH:6]([CH2:5][C:4]([OH:19])=[O:3])[CH2:7][CH2:8][C:9]=3[C:17]=2[CH:16]=1, predict the reactants needed to synthesize it. The reactants are: C([O:3][C:4](=[O:19])[CH2:5][CH:6]1[C:10]2[NH:11][C:12]3[CH:13]=[CH:14][C:15]([F:18])=[CH:16][C:17]=3[C:9]=2[CH2:8][CH2:7]1)C.CO.[OH-].[Na+]. (7) The reactants are: [NH2:1][C:2]1[CH:34]=[CH:33][C:5]2[N:6]=[C:7]([C:12]3[C:13](=[O:32])[N:14]([CH2:24][C:25]4[CH:30]=[CH:29][C:28]([F:31])=[CH:27][CH:26]=4)[CH:15]4[CH:20]([C:21]=3[OH:22])[CH:19]3[CH2:23][CH:16]4[CH2:17][CH2:18]3)[N:8]=[S:9]([CH3:11])(=[O:10])[C:4]=2[CH:3]=1.N1C=CC=CC=1.[CH3:41][S:42](Cl)(=[O:44])=[O:43]. Given the product [F:31][C:28]1[CH:27]=[CH:26][C:25]([CH2:24][N:14]2[C:13](=[O:32])[C:12]([C:7]3[N:8]=[S:9]([CH3:11])(=[O:10])[C:4]4[CH:3]=[C:2]([NH:1][S:42]([CH3:41])(=[O:44])=[O:43])[CH:34]=[CH:33][C:5]=4[N:6]=3)=[C:21]([OH:22])[CH:20]3[CH:15]2[CH:16]2[CH2:23][CH:19]3[CH2:18][CH2:17]2)=[CH:30][CH:29]=1, predict the reactants needed to synthesize it. (8) Given the product [F:28][CH:24]([F:29])[O:12][C:13]1[CH:14]=[CH:15][C:16]([C:19]([O:21][CH3:22])=[O:20])=[N:17][CH:18]=1, predict the reactants needed to synthesize it. The reactants are: C(=O)([O-])[O-].[K+].[K+].CN(C)C=O.[OH:12][C:13]1[CH:14]=[CH:15][C:16]([C:19]([O:21][CH3:22])=[O:20])=[N:17][CH:18]=1.Cl[C:24]([F:29])([F:28])C([O-])=O.[Na+]. (9) Given the product [CH2:31]([N:25]1[C:22]2[C:23](=[O:24])[N:18]([CH2:17][CH2:16][O:15][C:11]3[CH:10]=[C:9]([CH:14]=[CH:13][CH:12]=3)[O:8][C:5]([CH3:7])([CH3:6])[C:4]([OH:34])=[O:3])[C:19]([CH3:33])=[N:20][C:21]=2[C:27]([CH2:28][CH2:29][CH3:30])=[N:26]1)[CH3:32], predict the reactants needed to synthesize it. The reactants are: C([O:3][C:4](=[O:34])[C:5]([O:8][C:9]1[CH:14]=[CH:13][CH:12]=[C:11]([O:15][CH2:16][CH2:17][N:18]2[C:23](=[O:24])[C:22]3[N:25]([CH2:31][CH3:32])[N:26]=[C:27]([CH2:28][CH2:29][CH3:30])[C:21]=3[N:20]=[C:19]2[CH3:33])[CH:10]=1)([CH3:7])[CH3:6])C.O.C(=O)([O-])[O-].[Na+].[Na+]. (10) Given the product [Br:1][C:2]1[CH:3]=[CH:4][CH:5]=[C:6]2[C:11]=1[N:10]=[C:22]([CH:23]([OH:24])[CH2:25][OH:18])[CH:8]=[CH:7]2, predict the reactants needed to synthesize it. The reactants are: [Br:1][C:2]1[CH:3]=[CH:4][CH:5]=[C:6]2[C:11]=1[N:10]=C(C=C)[CH:8]=[CH:7]2.C[N+]1([O-])CC[O:18]CC1.[CH3:22][C:23]([CH3:25])=[O:24].O.